From a dataset of Forward reaction prediction with 1.9M reactions from USPTO patents (1976-2016). Predict the product of the given reaction. (1) The product is: [Cl:19][C:20]1[N:25]=[CH:24][C:23]([S:26]([N:8]2[CH2:9][CH2:10][N:5]([CH2:4][CH2:3][N:2]([CH3:11])[CH3:1])[CH2:6][CH2:7]2)(=[O:28])=[O:27])=[CH:22][CH:21]=1. Given the reactants [CH3:1][N:2]([CH3:11])[CH2:3][CH2:4][N:5]1[CH2:10][CH2:9][NH:8][CH2:7][CH2:6]1.C(N(CC)CC)C.[Cl:19][C:20]1[N:25]=[CH:24][C:23]([S:26](Cl)(=[O:28])=[O:27])=[CH:22][CH:21]=1, predict the reaction product. (2) The product is: [C:1]([C:3]1[CH:12]=[CH:11][C:10]2[C:5](=[CH:6][CH:7]=[C:8]([NH2:13])[CH:9]=2)[N:4]=1)#[N:2]. Given the reactants [C:1]([C:3]1[CH:12]=[CH:11][C:10]2[C:5](=[CH:6][CH:7]=[C:8]([N+:13]([O-])=O)[CH:9]=2)[N:4]=1)#[N:2], predict the reaction product.